Predict the product of the given reaction. From a dataset of Forward reaction prediction with 1.9M reactions from USPTO patents (1976-2016). (1) The product is: [F:16][CH:2]([F:1])[O:3][C:4]1[CH:5]=[CH:6][C:7]([C:10]2[CH:11]=[C:12]([NH:15][C:26](=[O:27])[CH2:25][CH2:24][CH2:23][N:19]3[CH2:20][CH2:21][CH2:22][C@@H:18]3[CH3:17])[NH:13][N:14]=2)=[CH:8][CH:9]=1. Given the reactants [F:1][CH:2]([F:16])[O:3][C:4]1[CH:9]=[CH:8][C:7]([C:10]2[CH:11]=[C:12]([NH2:15])[NH:13][N:14]=2)=[CH:6][CH:5]=1.[CH3:17][C@H:18]1[CH2:22][CH2:21][CH2:20][N:19]1[CH2:23][CH2:24][CH2:25][C:26](O)=[O:27], predict the reaction product. (2) Given the reactants [C:1]([O:5][C:6]([N:8]1[C:12]([CH3:13])=[CH:11][C:10]([N:14]([C:38]([O:40][C:41]([CH3:44])([CH3:43])[CH3:42])=[O:39])[C:15]2[C:24]3[C:19](=[CH:20][C:21]([C:25](C)(C)[O:26][SiH2]C(C)(C)C)=[CH:22][CH:23]=3)[C:18](=[O:34])[N:17]([CH:35]([CH3:37])[CH3:36])[N:16]=2)=[N:9]1)=[O:7])([CH3:4])([CH3:3])[CH3:2].[F-].C([N+](CCCC)(CCCC)CCCC)CCC, predict the reaction product. The product is: [C:1]([O:5][C:6]([N:8]1[C:12]([CH3:13])=[CH:11][C:10]([N:14]([C:38]([O:40][C:41]([CH3:43])([CH3:42])[CH3:44])=[O:39])[C:15]2[C:24]3[C:19](=[CH:20][C:21]([CH2:25][OH:26])=[CH:22][CH:23]=3)[C:18](=[O:34])[N:17]([CH:35]([CH3:36])[CH3:37])[N:16]=2)=[N:9]1)=[O:7])([CH3:4])([CH3:2])[CH3:3]. (3) Given the reactants [F:1][C:2]1[CH:3]=[C:4]([CH:49]=[CH:50][CH:51]=1)[CH2:5][N:6]1[CH:10]=[C:9]([C:11]2[C:19]3[C:14](=[N:15][CH:16]=[C:17]([C:20]4[N:25]=[CH:24][C:23]([N:26]5[CH2:31][CH2:30][N:29](C(OC(C)(C)C)=O)[CH2:28][CH2:27]5)=[CH:22][CH:21]=4)[CH:18]=3)[N:13]([S:39]([C:42]3[CH:48]=[CH:47][C:45]([CH3:46])=[CH:44][CH:43]=3)(=[O:41])=[O:40])[CH:12]=2)[CH:8]=[N:7]1, predict the reaction product. The product is: [F:1][C:2]1[CH:3]=[C:4]([CH:49]=[CH:50][CH:51]=1)[CH2:5][N:6]1[CH:10]=[C:9]([C:11]2[C:19]3[C:14](=[N:15][CH:16]=[C:17]([C:20]4[CH:21]=[CH:22][C:23]([N:26]5[CH2:27][CH2:28][NH:29][CH2:30][CH2:31]5)=[CH:24][N:25]=4)[CH:18]=3)[N:13]([S:39]([C:42]3[CH:48]=[CH:47][C:45]([CH3:46])=[CH:44][CH:43]=3)(=[O:41])=[O:40])[CH:12]=2)[CH:8]=[N:7]1. (4) Given the reactants [Cl:1][C:2]1[CH:9]=[CH:8][C:5]([C:6]#[N:7])=[C:4]([O:10][C:11]2[CH:16]=[CH:15][C:14]([CH:17]=O)=[CH:13][C:12]=2[O:19][CH3:20])[CH:3]=1.CN.[C:23]([BH3-])#[N:24].[Na+].[C:27]([OH:34])(=[O:33])/[CH:28]=[CH:29]/[C:30]([OH:32])=[O:31], predict the reaction product. The product is: [C:27]([OH:34])(=[O:33])/[CH:28]=[CH:29]/[C:30]([OH:32])=[O:31].[Cl:1][C:2]1[CH:9]=[CH:8][C:5]([C:6]#[N:7])=[C:4]([O:10][C:11]2[CH:16]=[CH:15][C:14]([CH2:17][NH:24][CH3:23])=[CH:13][C:12]=2[O:19][CH3:20])[CH:3]=1. (5) Given the reactants [CH3:1][O:2][C:3]1[CH:4]=[CH:5][C:6]([C:12](=O)[C:13]2[CH:18]=[CH:17][CH:16]=[C:15]([O:19][CH3:20])[CH:14]=2)=[C:7]([CH:11]=1)[C:8](O)=[O:9].O.[NH2:23][NH2:24], predict the reaction product. The product is: [CH3:1][O:2][C:3]1[CH:11]=[C:7]2[C:6]([C:12]([C:13]3[CH:18]=[CH:17][CH:16]=[C:15]([O:19][CH3:20])[CH:14]=3)=[N:23][NH:24][C:8]2=[O:9])=[CH:5][CH:4]=1. (6) Given the reactants [Cl:1][C:2]1[CH:3]=[C:4]([NH:9][C:10]2[C:19]3[C:14](=[CH:15][C:16]([O:23][CH2:24][CH3:25])=[C:17]([N+:20]([O-])=O)[CH:18]=3)[N:13]=[CH:12][N:11]=2)[CH:5]=[CH:6][C:7]=1[F:8].Cl.[OH-].[Na+], predict the reaction product. The product is: [Cl:1][C:2]1[CH:3]=[C:4]([NH:9][C:10]2[C:19]3[C:14](=[CH:15][C:16]([O:23][CH2:24][CH3:25])=[C:17]([NH2:20])[CH:18]=3)[N:13]=[CH:12][N:11]=2)[CH:5]=[CH:6][C:7]=1[F:8]. (7) Given the reactants [Cl:1][C:2]1[CH:7]=[C:6]([CH2:8][O:9][CH3:10])[CH:5]=[C:4]([O:11][CH3:12])[C:3]=1[C:13]1[N:14]2[N:20]=[C:19]([O:21][CH3:22])[C:18]([N:23]([CH2:30][CH2:31][CH3:32])[CH:24]3[CH2:29][CH2:28][O:27][CH2:26][CH2:25]3)=[C:15]2[S:16][CH:17]=1.[CH3:33][S:34]([OH:37])(=[O:36])=[O:35], predict the reaction product. The product is: [CH3:33][S:34]([OH:37])(=[O:36])=[O:35].[Cl:1][C:2]1[CH:7]=[C:6]([CH2:8][O:9][CH3:10])[CH:5]=[C:4]([O:11][CH3:12])[C:3]=1[C:13]1[N:14]2[N:20]=[C:19]([O:21][CH3:22])[C:18]([N:23]([CH2:30][CH2:31][CH3:32])[CH:24]3[CH2:25][CH2:26][O:27][CH2:28][CH2:29]3)=[C:15]2[S:16][CH:17]=1. (8) Given the reactants Br[C:2]1[CH:11]=[C:10]2[C:5]([C:6]([NH:14][C:15]3[CH:20]=[CH:19][C:18]([Cl:21])=[CH:17][C:16]=3[Cl:22])=[C:7]([C:12]#[N:13])[CH:8]=[N:9]2)=[CH:4][CH:3]=1.C([Sn](CCCC)(CCCC)/[CH:28]=[CH:29]/[CH2:30][CH2:31][CH2:32][N:33]1[CH2:38][CH2:37][O:36][CH2:35][CH2:34]1)CCC, predict the reaction product. The product is: [Cl:22][C:16]1[CH:17]=[C:18]([Cl:21])[CH:19]=[CH:20][C:15]=1[NH:14][C:6]1[C:5]2[C:10](=[CH:11][C:2](/[CH:28]=[CH:29]/[CH2:30][CH2:31][CH2:32][N:33]3[CH2:38][CH2:37][O:36][CH2:35][CH2:34]3)=[CH:3][CH:4]=2)[N:9]=[CH:8][C:7]=1[C:12]#[N:13]. (9) The product is: [O:1]1[C:6]2[CH:7]=[CH:8][CH:9]=[CH:10][C:5]=2[N:4]([C:11](=[O:17])/[CH:12]=[CH:13]\[C:14]([OH:16])=[O:15])[CH2:3][CH2:2]1. Given the reactants [O:1]1[C:6]2[CH:7]=[CH:8][CH:9]=[CH:10][C:5]=2[NH:4][CH2:3][CH2:2]1.[C:11]1(=[O:17])[O:16][C:14](=[O:15])[CH:13]=[CH:12]1, predict the reaction product.